Predict the reaction yield, written as a fraction of the theoretical maximum amount of product (1.0 means a 100% yield; for example, 0.34 means a 34% yield). From a dataset of Reaction yield outcomes from USPTO patents with 853,638 reactions. The reactants are [Cl:1][C:2]1[CH:7]=[CH:6][C:5](B(O)O)=[CH:4][CH:3]=1.Br[C:12]1[CH:17]=[CH:16][CH:15]=[CH:14][N:13]=1.C(=O)([O-])[O-].[K+].[K+]. The catalyst is C1C=CC(P(C2C=CC=CC=2)C2C=CC=CC=2)=CC=1.C1C=CC(P(C2C=CC=CC=2)C2C=CC=CC=2)=CC=1.C1C=CC(P(C2C=CC=CC=2)C2C=CC=CC=2)=CC=1.C1C=CC(P(C2C=CC=CC=2)C2C=CC=CC=2)=CC=1.[Pd].O1CCCC1. The product is [Cl:1][C:2]1[CH:7]=[CH:6][C:5]([C:12]2[CH:17]=[CH:16][CH:15]=[CH:14][N:13]=2)=[CH:4][CH:3]=1. The yield is 0.560.